From a dataset of Forward reaction prediction with 1.9M reactions from USPTO patents (1976-2016). Predict the product of the given reaction. (1) The product is: [F:1][C:2]1[C:10]([CH:11]=[N:20][S@:18]([C:15]([CH3:17])([CH3:16])[CH3:14])=[O:19])=[CH:9][CH:8]=[C:7]2[C:3]=1[CH:4]=[C:5]([CH3:13])[NH:6]2. Given the reactants [F:1][C:2]1[C:10]([CH:11]=O)=[CH:9][CH:8]=[C:7]2[C:3]=1[CH:4]=[C:5]([CH3:13])[NH:6]2.[CH3:14][C:15]([S@@:18]([NH2:20])=[O:19])([CH3:17])[CH3:16], predict the reaction product. (2) Given the reactants Cl[C:2]1[C:11]2[C:6](=[CH:7][C:8]([Cl:12])=[CH:9][CH:10]=2)[N:5]=[CH:4][CH:3]=1.[CH:13]([N:16]([CH:34]([CH3:36])[CH3:35])[CH2:17][CH2:18][CH2:19][CH2:20][CH:21]([NH2:33])[CH2:22][CH2:23][CH2:24][CH2:25][N:26]([CH:30]([CH3:32])[CH3:31])[CH:27]([CH3:29])[CH3:28])([CH3:15])[CH3:14].C([O-])(O)=O.[Na+], predict the reaction product. The product is: [Cl:12][C:8]1[CH:7]=[C:6]2[C:11]([C:2]([NH:33][CH:21]([CH2:20][CH2:19][CH2:18][CH2:17][N:16]([CH:34]([CH3:36])[CH3:35])[CH:13]([CH3:15])[CH3:14])[CH2:22][CH2:23][CH2:24][CH2:25][N:26]([CH:27]([CH3:28])[CH3:29])[CH:30]([CH3:32])[CH3:31])=[CH:3][CH:4]=[N:5]2)=[CH:10][CH:9]=1. (3) Given the reactants C(OC(=O)[NH:10][CH2:11][CH2:12][O:13][CH2:14][CH2:15][N:16]1[CH2:20][CH2:19][CH2:18][CH2:17]1)C1C=CC=CC=1, predict the reaction product. The product is: [N:16]1([CH2:15][CH2:14][O:13][CH2:12][CH2:11][NH2:10])[CH2:20][CH2:19][CH2:18][CH2:17]1. (4) Given the reactants NO.[NH2:3][C:4]1[C:5]2[S:12][C:11]3[N:13]=[C:14]([N:20]4[CH2:25][CH2:24][C:23](=O)[CH2:22][CH2:21]4)[CH:15]=[C:16]([CH2:17][CH2:18][CH3:19])[C:10]=3[C:6]=2[N:7]=[CH:8][N:9]=1.[C:27]([BH3-])#[N:28].[C:30](O)(=O)[CH3:31].CN([CH:37]=[O:38])C, predict the reaction product. The product is: [NH2:3][C:4]1[C:5]2[S:12][C:11]3[N:13]=[C:14]([N:20]4[CH2:25][CH2:24][CH:23]([NH:28][CH2:27][CH:37]([C:4]5[C:30]6[C:31](=[CH:14][CH:15]=[CH:16][CH:17]=6)[CH:10]=[CH:6][CH:5]=5)[OH:38])[CH2:22][CH2:21]4)[CH:15]=[C:16]([CH2:17][CH2:18][CH3:19])[C:10]=3[C:6]=2[N:7]=[CH:8][N:9]=1. (5) Given the reactants [Cl:1][C:2]1[N:10]=[C:9]2[C:5]([N:6]=[CH:7][N:8]2[CH:11]2[CH2:15][CH2:14][O:13][CH2:12]2)=[C:4](Cl)[N:3]=1.[F:17][C:18]([F:28])([F:27])[O:19][C:20]1[CH:25]=[CH:24][C:23]([NH2:26])=[CH:22][CH:21]=1, predict the reaction product. The product is: [Cl:1][C:2]1[N:10]=[C:9]2[C:5]([N:6]=[CH:7][N:8]2[CH:11]2[CH2:15][CH2:14][O:13][CH2:12]2)=[C:4]([NH:26][C:23]2[CH:24]=[CH:25][C:20]([O:19][C:18]([F:17])([F:27])[F:28])=[CH:21][CH:22]=2)[N:3]=1.